Dataset: Forward reaction prediction with 1.9M reactions from USPTO patents (1976-2016). Task: Predict the product of the given reaction. Given the reactants [N:1]1[CH:6]=[CH:5][CH:4]=[C:3]([CH:7]([C:12]2[C:20]3[C:15](=[N:16][CH:17]=[CH:18][CH:19]=3)[NH:14][CH:13]=2)[CH2:8][C:9]([OH:11])=O)[CH:2]=1.C1C[N:24]([P+](ON2N=NC3C=CC=CC2=3)(N2CCCC2)N2CCCC2)[CH2:23]C1.F[P-](F)(F)(F)(F)F.CN, predict the reaction product. The product is: [CH3:23][NH:24][C:9](=[O:11])[CH2:8][CH:7]([C:3]1[CH:2]=[N:1][CH:6]=[CH:5][CH:4]=1)[C:12]1[C:20]2[C:15](=[N:16][CH:17]=[CH:18][CH:19]=2)[NH:14][CH:13]=1.